Dataset: Reaction yield outcomes from USPTO patents with 853,638 reactions. Task: Predict the reaction yield, written as a fraction of the theoretical maximum amount of product (1.0 means a 100% yield; for example, 0.34 means a 34% yield). (1) The reactants are [F:1][C:2]1[CH:3]=[C:4]([C:13]2[N:18]=[C:17]([N:19]3[CH2:23][CH2:22][CH2:21][CH:20]3[C:24]3[CH:29]=[CH:28][CH:27]=[CH:26][CH:25]=3)[C:16]([C:30](O)=[O:31])=[CH:15][CH:14]=2)[CH:5]=[C:6]([O:8][CH2:9][CH:10]([CH3:12])[CH3:11])[CH:7]=1.Cl[S:34]([N:37]=C=O)(=[O:36])=[O:35].[NH:40]1[CH2:44][CH2:43][C@@H:42]([NH:45]C(=O)OC(C)(C)C)[CH2:41]1.C(N(CC)CC)C.Cl. The catalyst is ClCCl. The product is [NH2:45][C@@H:42]1[CH2:43][CH2:44][N:40]([S:34]([NH:37][C:30]([C:16]2[C:17]([N:19]3[CH2:23][CH2:22][CH2:21][CH:20]3[C:24]3[CH:29]=[CH:28][CH:27]=[CH:26][CH:25]=3)=[N:18][C:13]([C:4]3[CH:5]=[C:6]([O:8][CH2:9][CH:10]([CH3:11])[CH3:12])[CH:7]=[C:2]([F:1])[CH:3]=3)=[CH:14][CH:15]=2)=[O:31])(=[O:36])=[O:35])[CH2:41]1. The yield is 0.160. (2) The reactants are [Cl:1][C:2]1[CH:8]=[C:7]([N+:9]([O-:11])=[O:10])[C:5](N)=[C:4]([O:12][CH3:13])[CH:3]=1.S(=O)(=O)(O)O.N([O-])=O.[Na+].[PH2](O)=O. The catalyst is C(O)(=O)C.O. The product is [Cl:1][C:2]1[CH:3]=[C:4]([O:12][CH3:13])[CH:5]=[C:7]([N+:9]([O-:11])=[O:10])[CH:8]=1. The yield is 0.570.